Dataset: Forward reaction prediction with 1.9M reactions from USPTO patents (1976-2016). Task: Predict the product of the given reaction. (1) Given the reactants Cl.[CH2:2]([O:4][C:5](=[O:16])[C@H:6]([CH2:8][C:9]1[CH:14]=[CH:13][C:12]([OH:15])=[CH:11][CH:10]=1)[NH2:7])[CH3:3].[C:17]([O-:20])(O)=[O:18].[Na+], predict the reaction product. The product is: [CH2:2]([O:4][C:5](=[O:16])[C@H:6]([CH2:8][C:9]1[CH:10]=[CH:11][C:12]([OH:15])=[CH:13][CH:14]=1)[NH:7][C:17]([O:20][C:9]([CH3:14])([CH3:10])[CH3:8])=[O:18])[CH3:3]. (2) Given the reactants [C:1]([C:3]1[CH:23]=[CH:22][C:6]([NH:7][C:8](=[O:21])[C:9]([OH:20])([CH3:19])[CH2:10][S:11][C:12]2[CH:17]=[CH:16][C:15]([F:18])=[CH:14][CH:13]=2)=[CH:5][C:4]=1[C:24]([F:27])([F:26])[F:25])#[N:2].C1C=C(C(O)=[O:35])C(C(OO)=O)=CC=1.[OH-:41].[K+], predict the reaction product. The product is: [CH3:19][C:9]([OH:20])([C:8]([NH:7][C:6]1[CH:22]=[CH:23][C:3]([C:1]#[N:2])=[C:4]([C:24]([F:27])([F:25])[F:26])[CH:5]=1)=[O:21])[CH2:10][S:11]([C:12]1[CH:13]=[CH:14][C:15]([F:18])=[CH:16][CH:17]=1)(=[O:35])=[O:41]. (3) Given the reactants [CH2:1]([O:8][C:9]([N:11]1[CH2:17][CH:16]=[CH:15][CH2:14][CH2:13][CH2:12]1)=[O:10])[C:2]1[CH:7]=[CH:6][CH:5]=[CH:4][CH:3]=1.C1C=C(Cl)C=C(C(OO)=[O:26])C=1, predict the reaction product. The product is: [CH2:1]([O:8][C:9]([N:11]1[CH2:12][CH2:13][CH2:14][CH:15]2[CH:16]([O:26]2)[CH2:17]1)=[O:10])[C:2]1[CH:3]=[CH:4][CH:5]=[CH:6][CH:7]=1. (4) Given the reactants C(Cl)(=O)C(Cl)=O.[Si:7]([O:14][C@H:15]([CH2:26][CH3:27])[C:16]([O:18][Si](C(C)(C)C)(C)C)=O)([C:10]([CH3:13])([CH3:12])[CH3:11])([CH3:9])[CH3:8].N1C=CC=CC=1.[NH2:34][C:35]1[CH:40]=[CH:39][C:38]([CH3:41])=[CH:37][N:36]=1, predict the reaction product. The product is: [Si:7]([O:14][C@H:15]([CH2:26][CH3:27])[C:16]([NH:34][C:35]1[CH:40]=[CH:39][C:38]([CH3:41])=[CH:37][N:36]=1)=[O:18])([C:10]([CH3:11])([CH3:12])[CH3:13])([CH3:8])[CH3:9]. (5) Given the reactants [CH2:1]([O:6][C:7]1[C@@H:12]([C@H:13]([CH2:15][OH:16])[OH:14])[O:11][C:9](=[O:10])[C:8]=1[OH:17])[CH:2]([CH2:4][OH:5])[OH:3].C(=O)([O-])O.[Na+].[CH2:23](Br)[CH2:24][CH2:25][CH2:26][CH2:27][CH2:28][CH2:29][CH2:30][CH2:31][CH2:32][CH2:33][CH2:34][CH2:35][CH2:36][CH2:37][CH3:38], predict the reaction product. The product is: [CH2:1]([O:6][C:7]1[C@@H:12]([C@H:13]([CH2:15][OH:16])[OH:14])[O:11][C:9](=[O:10])[C:8]=1[O:17][CH2:38][CH2:37][CH2:36][CH2:35][CH2:34][CH2:33][CH2:32][CH2:31][CH2:30][CH2:29][CH2:28][CH2:27][CH2:26][CH2:25][CH2:24][CH3:23])[CH:2]([CH2:4][OH:5])[OH:3]. (6) Given the reactants CS(O[CH:6]([C:26]1[CH:31]=[C:30]([F:32])[CH:29]=[C:28]([C:33]#[N:34])[CH:27]=1)[CH2:7][C@@H:8]([O:18][Si:19]([C:22]([CH3:25])([CH3:24])[CH3:23])([CH3:21])[CH3:20])[CH2:9][NH:10][C:11]([O:13][C:14]([CH3:17])([CH3:16])[CH3:15])=[O:12])(=O)=O.[H-].[Na+], predict the reaction product. The product is: [Si:19]([O:18][C@H:8]1[CH2:9][N:10]([C:11]([O:13][C:14]([CH3:17])([CH3:16])[CH3:15])=[O:12])[CH:6]([C:26]2[CH:31]=[C:30]([F:32])[CH:29]=[C:28]([C:33]#[N:34])[CH:27]=2)[CH2:7]1)([C:22]([CH3:25])([CH3:24])[CH3:23])([CH3:21])[CH3:20]. (7) Given the reactants [CH3:1][O:2][CH2:3][C@H:4]1[O:9][CH2:8][C@@H:7]([C:10]2[CH:15]=[CH:14][CH:13]=[CH:12][CH:11]=2)[NH:6][CH2:5]1.Br[C:17]1[CH:18]=[CH:19][C:20]2[O:21][CH2:22][C:23](=[O:27])[NH:24][C:25]=2[N:26]=1, predict the reaction product. The product is: [CH3:1][O:2][CH2:3][C@@H:4]1[CH2:5][N:6]([C:17]2[CH:18]=[CH:19][C:20]3[O:21][CH2:22][C:23](=[O:27])[NH:24][C:25]=3[N:26]=2)[C@H:7]([C:10]2[CH:15]=[CH:14][CH:13]=[CH:12][CH:11]=2)[CH2:8][O:9]1.